From a dataset of Full USPTO retrosynthesis dataset with 1.9M reactions from patents (1976-2016). Predict the reactants needed to synthesize the given product. (1) The reactants are: [O-]P([O-])([O-])=O.[K+].[K+].[K+].Cl.[F:10][C:11]1[CH:24]=[CH:23][C:14]([C:15]([CH:17]2[CH2:22][CH2:21][NH:20][CH2:19][CH2:18]2)=[O:16])=[CH:13][CH:12]=1.C(O)(C)C.I[C:30]1[CH:35]=[CH:34][C:33]([C:36]([F:39])([F:38])[F:37])=[CH:32][CH:31]=1. Given the product [F:37][C:36]([F:39])([F:38])[C:33]1[CH:34]=[CH:35][C:30]([N:20]2[CH2:21][CH2:22][CH:17]([C:15](=[O:16])[C:14]3[CH:13]=[CH:12][C:11]([F:10])=[CH:24][CH:23]=3)[CH2:18][CH2:19]2)=[CH:31][CH:32]=1, predict the reactants needed to synthesize it. (2) Given the product [Cl:6][C:7]1[CH:12]=[CH:11][C:10]([CH2:13][CH2:14][NH:1][CH2:2][CH:3]([OH:5])[CH3:4])=[CH:9][CH:8]=1, predict the reactants needed to synthesize it. The reactants are: [NH2:1][CH2:2][CH:3]([OH:5])[CH3:4].[Cl:6][C:7]1[CH:12]=[CH:11][C:10]([CH2:13][CH2:14]Cl)=[CH:9][CH:8]=1.ClC1C=CC=CC=1.